This data is from Catalyst prediction with 721,799 reactions and 888 catalyst types from USPTO. The task is: Predict which catalyst facilitates the given reaction. (1) Reactant: [CH:1]1([C:4]2[N:8]=[CH:7][NH:6][N:5]=2)[CH2:3][CH2:2]1.[H-].[Na+].CS(O[CH:16]1[CH2:20][CH:19]([C:21]2[N:25]3[C:26]4[CH:32]=[CH:31][N:30](COCC[Si](C)(C)C)[C:27]=4[N:28]=[CH:29][C:24]3=[N:23][N:22]=2)[CH:18]([CH2:41][CH3:42])[CH2:17]1)(=O)=O.[CH:43]1([C:46]2[N:50]=[CH:49][N:48]([CH:51]3[CH2:55][CH:54]([C:56]4[N:60]5[C:61]6[CH:67]=[CH:66][N:65](COCC[Si](C)(C)C)[C:62]=6[N:63]=[CH:64][C:59]5=[N:58][N:57]=4)[CH:53]([CH2:76][CH3:77])[CH2:52]3)[N:47]=2)[CH2:45][CH2:44]1.FC(F)(F)C(O)=O. Product: [CH:43]1([C:46]2[N:50]=[CH:49][N:48]([C@@H:51]3[CH2:55][C@H:54]([C:56]4[N:60]5[C:61]6[CH:67]=[CH:66][NH:65][C:62]=6[N:63]=[CH:64][C:59]5=[N:58][N:57]=4)[C@H:53]([CH2:76][CH3:77])[CH2:52]3)[N:47]=2)[CH2:45][CH2:44]1.[CH:1]1([C:4]2[N:5]([C@@H:16]3[CH2:20][C@H:19]([C:21]4[N:25]5[C:26]6[CH:32]=[CH:31][NH:30][C:27]=6[N:28]=[CH:29][C:24]5=[N:23][N:22]=4)[C@H:18]([CH2:41][CH3:42])[CH2:17]3)[N:6]=[CH:7][N:8]=2)[CH2:3][CH2:2]1. The catalyst class is: 85. (2) The catalyst class is: 3. Reactant: Br[CH2:2][C:3]1([CH3:22])[C@@:11]2([CH3:14])[CH2:12][CH2:13][C@@H:4]1[C:5]1[CH:6]=[C:7]([C:15]3[CH:20]=[CH:19][CH:18]=[CH:17][C:16]=3[F:21])[N:8]=[N:9][C:10]=12.[C:23]([O-:26])(=[O:25])[CH3:24].[Cs+]. Product: [C:23]([O:26][CH2:2][C:3]1([CH3:22])[C@@:11]2([CH3:14])[CH2:12][CH2:13][C@@H:4]1[C:5]1[CH:6]=[C:7]([C:15]3[CH:20]=[CH:19][CH:18]=[CH:17][C:16]=3[F:21])[N:8]=[N:9][C:10]=12)(=[O:25])[CH3:24]. (3) Reactant: [Cl:1][C:2]1[CH:3]=[CH:4][C:5]([O:11][CH3:12])=[C:6]([CH:10]=1)[C:7](O)=[O:8].S(Cl)([Cl:15])=O. Product: [Cl:1][C:2]1[CH:3]=[CH:4][C:5]([O:11][CH3:12])=[C:6]([CH:10]=1)[C:7]([Cl:15])=[O:8]. The catalyst class is: 11.